The task is: Binary Classification. Given a miRNA mature sequence and a target amino acid sequence, predict their likelihood of interaction.. This data is from Experimentally validated miRNA-target interactions with 360,000+ pairs, plus equal number of negative samples. (1) The miRNA is hsa-miR-484 with sequence UCAGGCUCAGUCCCCUCCCGAU. The protein sequence of the target gene is MAAAGGAEGRRAALEAAAAAAPERGGGSCVLCCGDLEATALGRCDHPVCYRCSTKMRVLCEQRYCAVCREELRQVVFGKKLPAFATIPIHQLQHEKKYDIYFADGKVYALYRQLLQHECPRCPELPPFSLFGDLEQHMRRQHELFCCRLCLQHLQIFTYERKWYSRKDLARHRMQGDPDDTSHRGHPLCKFCDERYLDNDELLKHLRRDHYFCHFCDSDGAQDYYSDYAYLREHFREKHFLCEEGRCSTEQFTHAFRTEIDLKAHRTACHSRSRAEARQNRHIDLQFSYAPRHSRRNEGV.... Result: 0 (no interaction). (2) The miRNA is mmu-miR-96-5p with sequence UUUGGCACUAGCACAUUUUUGCU. The protein sequence of the target gene is MAVDIQPACLGLYCGKTLLFKNGSSEIYGECGVCPRGQRTNAQKYCQPCTESPELYDWLYLGFMAMLPLVLHWFFIEWYSGKKSSSALFQHITALFECTMAAIITLLVSDPVGVLYIRSCRVLMLSDWYTMLYNPSPDYVTTVHCTHEAVYPLYTIVFVYYAFCLVLMMLLRPLLVKKIACGLGKSDRFKSIYAALYFFPILTVLQAVGGGLLYYAFPYIILVLSLVTLAVYMSASEIENCYDLLVRKKRLIVLFSHWLLHAYGIVSISRVDRLEHDLPLLALVPTPALFYLFTAKFTEP.... Result: 1 (interaction). (3) The miRNA is mmu-miR-325-3p with sequence UUUAUUGAGCACCUCCUAUCAA. The protein sequence of the target gene is MGNLLGGVSFREPTTVEDCDSTWQTDSEPEPEQPGPAGGGEGQQHDEPEQPKQPPERAGGRPRASPVPEDHAEAAGAEQGGESTEGNAKPKRSFYAARDLYKYRHQYPNFKDIRYQNDLSNLRFYKNKIPFKPDGVYIEEVLNKWKGDYEKLEHNHTYIQWLFPLREQGLNFYAKELTTYEIEEFKKTKEAIRRFLLAYKMMLEFFGIKLIDKTGNVARAGNWQERFQHLNESQHNYLRITRILKSLGELGYESFKSPLVKFILHEALVENTIPNIKQSALEYFVYTIRDRRERRKLLRF.... Result: 0 (no interaction). (4) The miRNA is mmu-miR-758-3p with sequence UUUGUGACCUGGUCCACUA. The protein sequence of the target gene is MVQLVLQYRDYQRATQRLAGIPELLNKLRQAPDFYVEMKWEFTSWVPLVSKMCPSDVYRVWKRGESLRVDTSLLGFEHMTWQRGRRSFIFKGQEAGALVMEVDHDRQVVHVETLGLTLQEPETLLAAMRPSEEHVASRLTSPIVSTHLDTRNVAFERNKCGIWGWRSEKMETVSGYEAKVYSATNVELVTRTRTEHLSDQDKSRSKAGKTPFQSFLGMAQQHSSHTGAPVQQAASPTNPTAISPEEYFDPNFSLESRNIGRPIEMSSKVQRFKATLWLSEEHPLSLGDQVTPIIDLMAIS.... Result: 0 (no interaction). (5) The miRNA is hsa-miR-148b-5p with sequence AAGUUCUGUUAUACACUCAGGC. The protein sequence of the target gene is MEEGAPRQPGPSQWPPEDEKEVIRRAIQKELKIKEGVENLRRVATDRRHLGHVQQLLRSSNRRLEQLHGELRELHARILLPGPGPGPAEPVASGPRPWAEQLRARHLEALRRQLHVELKVKQGAENMTHTCASGTPKERKLLAAAQQMLRDSQLKVALLRMKISSLEASGSPEPGPELLAEELQHRLHVEAAVAEGAKNVVKLLSSRRTQDRKALAEAQAQLQESSQKLDLLRLALEQLLEQLPPAHPLRSRVTRELRAAVPGYPQPSGTPVKPTALTGTLQVRLLGCEQLLTAVPGRSP.... Result: 0 (no interaction).